From a dataset of Forward reaction prediction with 1.9M reactions from USPTO patents (1976-2016). Predict the product of the given reaction. (1) Given the reactants [Br:1][C:2]1[CH:3]=[C:4]2[C:9](=[CH:10][CH:11]=1)[N:8]=[CH:7][C:6]([N+:12]([O-:14])=[O:13])=[C:5]2Cl.BrC1C=CC(N)=CC=1.[NH2:24][CH2:25][CH2:26][CH2:27][N:28]1[CH2:32][CH2:31][CH2:30][C:29]1=[O:33], predict the reaction product. The product is: [Br:1][C:2]1[CH:3]=[C:4]2[C:9](=[CH:10][CH:11]=1)[N:8]=[CH:7][C:6]([N+:12]([O-:14])=[O:13])=[C:5]2[NH:24][CH2:25][CH2:26][CH2:27][N:28]1[CH2:32][CH2:31][CH2:30][C:29]1=[O:33]. (2) Given the reactants FC(F)(F)S(O[C:7]1[CH:12]=[CH:11][N:10]2[N:13]=[C:14]([C:26]3[CH:31]=[CH:30][CH:29]=[CH:28][CH:27]=3)[C:15]([C:16]3[CH:17]=[CH:18][C:19](=[O:25])[N:20]([CH:22]([CH3:24])[CH3:23])[N:21]=3)=[C:9]2[CH:8]=1)(=O)=O.[CH3:34][C:35]([OH:39])([C:37]#[CH:38])[CH3:36].C(N(CC)CC)C, predict the reaction product. The product is: [OH:39][C:35]([CH3:36])([CH3:34])[C:37]#[C:38][C:7]1[CH:12]=[CH:11][N:10]2[N:13]=[C:14]([C:26]3[CH:27]=[CH:28][CH:29]=[CH:30][CH:31]=3)[C:15]([C:16]3[CH:17]=[CH:18][C:19](=[O:25])[N:20]([CH:22]([CH3:23])[CH3:24])[N:21]=3)=[C:9]2[CH:8]=1. (3) Given the reactants CN(C=O)C.[F:6][C:7]1[CH:8]=[C:9]2[C:14](=[CH:15][C:16]=1[F:17])[C:13](=[O:18])[N:12]([CH2:19][C:20]([O:22][CH2:23][CH3:24])=[O:21])[CH:11]=[C:10]2I.C([O-])(=O)C.[K+].[CH:31]1[CH2:35][CH2:34][CH2:33][CH:32]=1, predict the reaction product. The product is: [CH:35]1([C:10]2[C:9]3[C:14](=[CH:15][C:16]([F:17])=[C:7]([F:6])[CH:8]=3)[C:13](=[O:18])[N:12]([CH2:19][C:20]([O:22][CH2:23][CH3:24])=[O:21])[CH:11]=2)[CH2:34][CH2:33][CH:32]=[CH:31]1. (4) Given the reactants [N:1]1[C:10]2[C:5](=[CH:6][CH:7]=[CH:8][CH:9]=2)[CH:4]=[CH:3][C:2]=1[NH:11][CH:12]1[CH:17]2[CH:13]1[CH2:14][N:15](C(OC(C)(C)C)=O)[CH2:16]2, predict the reaction product. The product is: [CH:13]12[CH:12]([NH:11][C:2]3[CH:3]=[CH:4][C:5]4[C:10](=[CH:9][CH:8]=[CH:7][CH:6]=4)[N:1]=3)[CH:17]1[CH2:16][NH:15][CH2:14]2.